From a dataset of Catalyst prediction with 721,799 reactions and 888 catalyst types from USPTO. Predict which catalyst facilitates the given reaction. (1) Reactant: [CH3:1][Mg]Cl.[OH:4][C:5]1[CH:10]=[C:9]([OH:11])[CH:8]=[CH:7][C:6]=1[CH:12]1[CH2:17][CH2:16][CH2:15][C:14](=[O:18])[CH2:13]1.Cl. Product: [OH:4][C:5]1[CH:10]=[C:9]([OH:11])[CH:8]=[CH:7][C:6]=1[CH:12]1[CH2:17][CH2:16][CH2:15][C:14]([CH3:1])([OH:18])[CH2:13]1. The catalyst class is: 7. (2) Reactant: [OH:1][C:2]1[CH:9]=[C:8]([O:10][CH2:11][CH2:12][O:13][CH3:14])[CH:7]=[CH:6][C:3]=1[CH:4]=[O:5].[H-].[Na+].Cl[C:18]1[C:23]([Cl:24])=[CH:22][C:21]([C:25]([F:28])([F:27])[F:26])=[CH:20][N:19]=1.[Cl-].[NH4+]. Product: [Cl:24][C:23]1[C:18]([O:1][C:2]2[CH:9]=[C:8]([O:10][CH2:11][CH2:12][O:13][CH3:14])[CH:7]=[CH:6][C:3]=2[CH:4]=[O:5])=[N:19][CH:20]=[C:21]([C:25]([F:27])([F:26])[F:28])[CH:22]=1. The catalyst class is: 9. (3) Reactant: Cl.[NH2:2][CH:3]1[CH2:8][CH2:7][CH2:6][CH2:5][CH:4]1[C:9]([O:11][CH2:12][CH3:13])=[O:10].[CH2:14]([S:16](Cl)(=[O:18])=[O:17])[CH3:15]. Product: [CH2:14]([S:16]([NH:2][C@@H:3]1[CH2:8][CH2:7][CH2:6][CH2:5][C@H:4]1[C:9]([O:11][CH2:12][CH3:13])=[O:10])(=[O:18])=[O:17])[CH3:15]. The catalyst class is: 424. (4) Reactant: [NH2:1][C@@H:2]([CH2:33][C:34]1[CH:39]=[CH:38][CH:37]=[CH:36][CH:35]=1)[C@@H:3]([OH:32])[CH2:4][C@@H:5]([NH:19][C:20]([C@@H:22]([NH:27][C:28](=[O:31])[O:29][CH3:30])[C:23]([CH3:26])([CH3:25])[CH3:24])=[O:21])[CH2:6][C:7]1[CH:12]=[CH:11][C:10]([C:13]2[CH:18]=[CH:17][CH:16]=[CH:15][N:14]=2)=[CH:9][CH:8]=1.[NH2:40][C:41]([NH:43][CH2:44][C@@H:45]([C:51](O)=[O:52])[NH:46][C:47]([O:49][CH3:50])=[O:48])=[O:42].CCOP(ON1N=NC2C=CC=CC=2C1=O)(OCC)=O.C(N(CC)CC)C. Product: [NH2:40][C:41]([NH:43][CH2:44][C@H:45]([NH:46][C:47](=[O:48])[O:49][CH3:50])[C:51](=[O:52])[NH:1][C@@H:2]([CH2:33][C:34]1[CH:35]=[CH:36][CH:37]=[CH:38][CH:39]=1)[C@@H:3]([OH:32])[CH2:4][C@H:5]([CH2:6][C:7]1[CH:12]=[CH:11][C:10]([C:13]2[CH:18]=[CH:17][CH:16]=[CH:15][N:14]=2)=[CH:9][CH:8]=1)[NH:19][C:20](=[O:21])[C@H:22]([C:23]([CH3:26])([CH3:25])[CH3:24])[NH:27][C:28](=[O:31])[O:29][CH3:30])=[O:42]. The catalyst class is: 7. (5) Reactant: [CH3:1][C:2]1[CH:7]=[CH:6][CH:5]=[C:4]([C:8]#[C:9][CH:10]=[C:11]2[CH2:16][CH2:15][NH:14][CH2:13][CH2:12]2)[N:3]=1.Br[C:18]1[NH:22][C:21]([CH3:23])=[N:20][C:19]=1[N+:24]([O-:26])=[O:25].C(=O)(O)[O-].[K+]. Product: [CH3:1][C:2]1[CH:7]=[CH:6][CH:5]=[C:4]([C:8]#[C:9][CH:10]=[C:11]2[CH2:12][CH2:13][N:14]([C:18]3[NH:22][C:21]([CH3:23])=[N:20][C:19]=3[N+:24]([O-:26])=[O:25])[CH2:15][CH2:16]2)[N:3]=1. The catalyst class is: 6. (6) Reactant: [C:1]([CH2:4][CH:5]([C:7]1[CH:17]=[CH:16][C:10]([C:11]([O:13][CH2:14][CH3:15])=[O:12])=[CH:9][CH:8]=1)[CH3:6])([OH:3])=O.C(Cl)(=O)C(Cl)=O.[C:24]1([C@@H:30]([CH2:32][OH:33])[NH2:31])[CH:29]=[CH:28][CH:27]=[CH:26][CH:25]=1.C(N(CC)CC)C.Cl. Product: [OH:33][CH2:32][C@@H:30]([NH:31][C:1]([CH2:4][CH:5]([C:7]1[CH:17]=[CH:16][C:10]([C:11]([O:13][CH2:14][CH3:15])=[O:12])=[CH:9][CH:8]=1)[CH3:6])=[O:3])[C:24]1[CH:29]=[CH:28][CH:27]=[CH:26][CH:25]=1. The catalyst class is: 120. (7) Reactant: [C:1]([O:4][C@@H:5]1[C@@H:10]([O:11][C:12](=[O:14])[CH3:13])[C@H:9]([O:15][C:16](=[O:18])[CH3:17])[C@@H:8]([CH2:19][O:20][C:21](=[O:23])[CH3:22])[O:7][C@H:6]1[O:24][C:25]1[C:29]([CH2:30][C:31]2[CH:36]=[CH:35][C:34]([O:37][CH2:38][CH2:39][C:40](O)=[O:41])=[CH:33][C:32]=2[CH3:43])=[C:28]([CH:44]([CH3:46])[CH3:45])[NH:27][N:26]=1)(=[O:3])[CH3:2].Cl.[NH2:48][C:49]([CH3:61])([CH3:60])[C:50]([O:52][CH2:53][C:54]1[CH:59]=[CH:58][CH:57]=[CH:56][CH:55]=1)=[O:51].ON1C2C=CC=CC=2N=N1.Cl.C(N=C=NCCCN(C)C)C. Product: [C:1]([O:4][C@@H:5]1[C@@H:10]([O:11][C:12](=[O:14])[CH3:13])[C@H:9]([O:15][C:16](=[O:18])[CH3:17])[C@@H:8]([CH2:19][O:20][C:21](=[O:23])[CH3:22])[O:7][C@H:6]1[O:24][C:25]1[C:29]([CH2:30][C:31]2[CH:36]=[CH:35][C:34]([O:37][CH2:38][CH2:39][C:40](=[O:41])[NH:48][C:49]([C:50]([O:52][CH2:53][C:54]3[CH:59]=[CH:58][CH:57]=[CH:56][CH:55]=3)=[O:51])([CH3:61])[CH3:60])=[CH:33][C:32]=2[CH3:43])=[C:28]([CH:44]([CH3:46])[CH3:45])[NH:27][N:26]=1)(=[O:3])[CH3:2]. The catalyst class is: 681. (8) Reactant: O.Cl.C(OC([NH:10][C@@:11]1([C:35]([O:37]C(C)(C)C)=[O:36])[C@H:16]([CH2:17][S:18][C:19]2[CH:24]=[CH:23][C:22]([F:25])=[C:21]([F:26])[CH:20]=2)[C@@H:15]([OH:27])[C@@H:14]2[C@H:12]1[C@H:13]2[C:28]([O:30]C(C)(C)C)=[O:29])=O)(C)(C)C.[OH-].[Na+]. Product: [NH2:10][C@@:11]1([C:35]([OH:37])=[O:36])[C@H:16]([CH2:17][S:18][C:19]2[CH:24]=[CH:23][C:22]([F:25])=[C:21]([F:26])[CH:20]=2)[C@@H:15]([OH:27])[C@@H:14]2[C@H:12]1[C@H:13]2[C:28]([OH:30])=[O:29]. The catalyst class is: 12.